This data is from CYP3A4 inhibition data for predicting drug metabolism from PubChem BioAssay. The task is: Regression/Classification. Given a drug SMILES string, predict its absorption, distribution, metabolism, or excretion properties. Task type varies by dataset: regression for continuous measurements (e.g., permeability, clearance, half-life) or binary classification for categorical outcomes (e.g., BBB penetration, CYP inhibition). Dataset: cyp3a4_veith. (1) The drug is Cc1nc2cnc(Oc3cccc(Cl)c3)nc2n(C2CC2)c1=O. The result is 0 (non-inhibitor). (2) The drug is CCC/C=C(\CCC)C(NS(=O)(=O)c1ccc(Cl)cc1)c1ccc(C(=O)OC)cc1. The result is 1 (inhibitor). (3) The compound is CN(Cc1ccco1)c1ccnc(-c2ccccc2C(F)(F)F)n1. The result is 0 (non-inhibitor). (4) The molecule is COc1ccc(-c2ccc(/C=C3\C(=O)N(c4ccccc4)N=C3c3ccccc3)o2)c([N+](=O)[O-])c1. The result is 1 (inhibitor). (5) The compound is CN1CCN(c2ncnc3ccc(-c4ccc5c(c4)OCO5)cc23)CC1. The result is 1 (inhibitor). (6) The result is 0 (non-inhibitor). The molecule is Fc1ccccc1CNc1cc(Cl)cc(Cl)c1.